From a dataset of Full USPTO retrosynthesis dataset with 1.9M reactions from patents (1976-2016). Predict the reactants needed to synthesize the given product. (1) Given the product [C:39]([C:20]1[C:19]([Cl:28])=[C:18]2[C:23]([CH2:24][CH2:25][N:16]([CH2:15][C:14]3[C:9]([O:8][CH2:1][C:2]4[CH:7]=[CH:6][CH:5]=[CH:4][CH:3]=4)=[N:10][C:11]([CH3:31])=[CH:12][C:13]=3[CH3:30])[C:17]2=[O:29])=[C:22]([Cl:26])[CH:21]=1)(=[O:41])[CH3:40], predict the reactants needed to synthesize it. The reactants are: [CH2:1]([O:8][C:9]1[C:14]([CH2:15][N:16]2[CH2:25][CH2:24][C:23]3[C:18](=[C:19]([Cl:28])[C:20](Br)=[CH:21][C:22]=3[Cl:26])[C:17]2=[O:29])=[C:13]([CH3:30])[CH:12]=[C:11]([CH3:31])[N:10]=1)[C:2]1[CH:7]=[CH:6][CH:5]=[CH:4][CH:3]=1.C([Mg]Cl)(C)C.[Cl-].[Li+].[C:39](Cl)(=[O:41])[CH3:40]. (2) Given the product [F:22][C:21]([F:24])([F:23])[C:19]([O:25][C:1]12[CH2:10][CH:5]3[CH2:6][CH:7]([CH2:9][CH:3]([CH2:4]3)[CH2:2]1)[CH2:8]2)=[O:20], predict the reactants needed to synthesize it. The reactants are: [CH:1]12[CH2:10][CH:5]3[CH2:6][CH:7]([CH2:9][CH:3]([CH2:4]3)[CH2:2]1)[CH2:8]2.I([O-])(=O)(=O)=O.[NH4+].[Cl-].[K+].[C:19]([OH:25])([C:21]([F:24])([F:23])[F:22])=[O:20].CCCCCCCCCCCC. (3) Given the product [O:1]1[CH2:6][CH2:5][CH2:4][CH2:3][CH:2]1[O:7][CH2:8][CH2:9][C:10]1[O:14][N:13]=[C:12]([C:15]([OH:17])=[O:16])[CH:11]=1, predict the reactants needed to synthesize it. The reactants are: [O:1]1[CH2:6][CH2:5][CH2:4][CH2:3][CH:2]1[O:7][CH2:8][CH2:9][C:10]1[O:14][N:13]=[C:12]([C:15]([O:17]CC)=[O:16])[CH:11]=1.O.[OH-].[Li+]. (4) Given the product [Cl:1][C:2]1[CH:7]=[C:6]([O:8][CH3:9])[CH:5]=[CH:4][C:3]=1/[C:10](/[CH:38]1[CH2:39][CH2:40][CH2:41]1)=[C:11](\[C:28]1[CH:33]=[CH:32][C:31](/[CH:34]=[CH:35]/[C:36](=[N:42]/[OH:43])/[NH2:37])=[CH:30][CH:29]=1)/[C:12]1[CH:13]=[C:14]2[C:18](=[CH:19][CH:20]=1)[N:17]([CH:21]1[CH2:26][CH2:25][CH2:24][CH2:23][O:22]1)[N:16]=[C:15]2[F:27], predict the reactants needed to synthesize it. The reactants are: [Cl:1][C:2]1[CH:7]=[C:6]([O:8][CH3:9])[CH:5]=[CH:4][C:3]=1/[C:10](/[CH:38]1[CH2:41][CH2:40][CH2:39]1)=[C:11](\[C:28]1[CH:33]=[CH:32][C:31](/[CH:34]=[CH:35]/[C:36]#[N:37])=[CH:30][CH:29]=1)/[C:12]1[CH:13]=[C:14]2[C:18](=[CH:19][CH:20]=1)[N:17]([CH:21]1[CH2:26][CH2:25][CH2:24][CH2:23][O:22]1)[N:16]=[C:15]2[F:27].[NH2:42][OH:43].